Dataset: Experimentally validated miRNA-target interactions with 360,000+ pairs, plus equal number of negative samples. Task: Binary Classification. Given a miRNA mature sequence and a target amino acid sequence, predict their likelihood of interaction. (1) The protein sequence of the target gene is MTDQENNNNISSNPFAALFGSLADAKQFAAIQKEQLKQQSDELPASPDDSDNSVSESLDEFDYSVAEISRSFRSQQEICEQLNINHMIQRIFLITLDNSDPSLKSGNGIPSRCVYLEEMAVELEDQDWLDMSNVEQALFARLLLQDPGNHLINMTSSTTLNLSADRDAGERHIFCYLYSCFQRAKEEITKVPENLLPFAVQCRNLTVSNTRTVLLTPEIYVDQNIHEQLVDLMLEAIQGAHFEDVTEFLEEVIEALILDEEVRTFPEVMIPVFDILLGRIKDLELCQILLYAYLDILLYF.... The miRNA is hsa-miR-933 with sequence UGUGCGCAGGGAGACCUCUCCC. Result: 0 (no interaction). (2) The miRNA is dme-miR-92b-3p with sequence AAUUGCACUAGUCCCGGCCUGC. The protein sequence of the target gene is MAAAGWRDGSGQEKYRLVVVGGGGVGKSALTIQFIQSYFVTDYDPTIEDSYTKQCVIDDRAARLDILDTAGQEEFGAMREQYMRTGEGFLLVFSVTDRGSFEEIYKFQRQILRVKDRDEFPMILIGNKADLDHQRQVTQEEGQQLARQLKVTYMEASAKIRMNVDQAFHELVRVIRKFQEQECPPSPEPTRKEKDKKGCHCVIF. Result: 0 (no interaction).